From a dataset of Experimentally validated miRNA-target interactions with 360,000+ pairs, plus equal number of negative samples. Binary Classification. Given a miRNA mature sequence and a target amino acid sequence, predict their likelihood of interaction. (1) The miRNA is hsa-miR-1271-5p with sequence CUUGGCACCUAGCAAGCACUCA. The protein sequence of the target gene is MELHSLSKRNSPVDPCNALEWSSGETSGDHIEEATIRDAFCYQKNLVSTPRADVVEVCRLSTSPASPTSLLQDSAIQTSFSLSGPPDSGNNQVMADRKVCNCCSQELETSFTYVDENVNLEQRSQRSPSAKGSNHPVDLGWGNPNEWSHETAMSLMSEDDDDTSSEATSSGKSVDYGFISAILFLVTGILLVIISYIVPREVTVDPNTVAAREMERLEKESAMLGAHLDRCVIAGLCLLTLGGVVLSCLLMMSMWKGELYRRNRFASSKESAKLYGSFNFRMKTSTNEDTLELSLVEEDA.... Result: 0 (no interaction). (2) The protein sequence of the target gene is MDQPFTVNSLKKLAAMPDHTDVSLSPEERVRALSKLGCNITISEDITPRRYFRSGVEMERMASVYLEEGNLENAFVLYNKFITLFVEKLPNHRDYQQCAVPEKQDIMKKLKEIAFPRTDELKNDLLKKYNVEYQEYLQSKNKYKAEILKKLEHQRLIEAERKRIAQMRQQQLESEQFLFFEDQLKKQELARGQMRSQQTSGLSEQIDGSALSCFSTHQNNSLLNVFADQPNKSDATNYASHSPPVNRALTPAATLSAVQNLVVEGLRCVVLPEDLCHKFLQLAESNTVRGIETCGILCGK.... Result: 1 (interaction). The miRNA is hsa-miR-5197-5p with sequence CAAUGGCACAAACUCAUUCUUGA. (3) The miRNA is rno-miR-181c-5p with sequence AACAUUCAACCUGUCGGUGAGU. The protein sequence of the target gene is MAAPEAEVLSSAAVPDLEWYEKSEETHASQIELLETSSTQEPLNASEAFCPRDCMVPVVFPGPVSQEGCCQFTCELLKHIMYQRQQLPLPYEQLKHFYRKPSPQAEEMLKKKPRATTEVSSRKCQQALAELESVLSHLEDFFARTLVPRVLILLGGNALSPKEFYELDLSLLAPYSVDQSLSTAACLRRLFRAIFMADAFSELQAPPLMGTVVMAQGHRNCGEDWFRPKLNYRVPSRGHKLTVTLSCGRPSIRTTAWEDYIWFQAPVTFKGFRE. Result: 0 (no interaction). (4) The miRNA is mmu-miR-582-5p with sequence AUACAGUUGUUCAACCAGUUAC. The protein sequence of the target gene is MNLLDPFMKMTDEQEKGLSGAPSPTMSEDSAGSPCPSGSGSDTENTRPQENTFPKGEPDLKKESEEDKFPVCIREAVSQVLKGYDWTLVPMPVRVNGSSKNKPHVKRPMNAFMVWAQAARRKLADQYPHLHNAELSKTLGKLWRLLNESEKRPFVEEAERLRVQHKKDHPDYKYQPRRRKSVKNGQAEAEEATEQTHISPNAIFKALQADSPHSSSGMSEVHSPGEHSGQSQGPPTPPTTPKTDVQAGKVDLKREGRPLAEGGRQPPIDFRDVDIGELSSDVISNIETFDVNEFDQYLPP.... Result: 0 (no interaction). (5) The miRNA is hsa-miR-6727-5p with sequence CUCGGGGCAGGCGGCUGGGAGCG. The protein sequence of the target gene is MAGPTIHRDMEKSSGYCEAPENLGLSFSIEAILKKPTERRSLPRPQSICKEDSRQTTIPGSKLERPPQDQPQEEKKNKRRVRTTFTTEQLQELEKLFHFTHYPDIHVRSQLASRINLPEARVQIWFQNQRAKWRKQEKSGNLSAPQQPGEAGLALPSNMDVSGPVLTPTAMTTLVPPTECCLLSQTQLPSSWFPTQIPLVPWHPWDLQPLPGPLTQHPCVPTFMFPPLHPKWGSICATST. Result: 0 (no interaction). (6) The miRNA is hsa-miR-103a-3p with sequence AGCAGCAUUGUACAGGGCUAUGA. The protein sequence of the target gene is MALPKDAIPSLSECQCGICMEILVEPVTLPCNHTLCKPCFQSTVEKASLCCPFCRRRVSSWTRYHTRRNSLVNVELWTIIQKHYPRECKLRASGQESEEVADDYQPVRLLSKPGELRREYEEEISKVAAERRASEEEENKASEEYIQRLLAEEEEEEKRQAEKRRRAMEEQLKSDEELARKLSIDINNFCEGSISASPLNSRKSDPVTPKSEKKSKNKQRNTGDIQKYLTPKSQFGSASHSEAVQEVRKDSVSKDIDSSDRKSPTGQDTEIEDMPTLSPQISLGVGEQGADSSIESPMPW.... Result: 1 (interaction).